This data is from Catalyst prediction with 721,799 reactions and 888 catalyst types from USPTO. The task is: Predict which catalyst facilitates the given reaction. (1) The catalyst class is: 425. Reactant: [CH3:1][N:2]1[C:6]2[CH2:7][N:8](C(OC(C)(C)C)=O)[CH2:9][CH2:10][C:5]=2[CH:4]=[N:3]1.Cl.CC(=O)OCC. Product: [CH3:1][N:2]1[C:6]2[CH2:7][NH:8][CH2:9][CH2:10][C:5]=2[CH:4]=[N:3]1. (2) Reactant: C[Si](C)(C)N[Si](C)(C)C.[Na].C1COCC1.[Cl:16][C:17]1[CH:25]=[CH:24][C:20]2[O:21][CH2:22][O:23][C:19]=2[C:18]=1[NH2:26].Cl[C:28]1[C:33]([C:34]#[N:35])=[CH:32][N:31]=[C:30]2[N:36]=[C:37]([S:39][CH3:40])[S:38][C:29]=12. Product: [Cl:16][C:17]1[CH:25]=[CH:24][C:20]2[O:21][CH2:22][O:23][C:19]=2[C:18]=1[NH:26][C:28]1[C:33]([C:34]#[N:35])=[CH:32][N:31]=[C:30]2[N:36]=[C:37]([S:39][CH3:40])[S:38][C:29]=12. The catalyst class is: 18. (3) Reactant: [F:1][C:2]1[CH:10]=[CH:9][C:5]([C:6](O)=[O:7])=[CH:4][CH:3]=1.CN.C1COCC1.C[CH2:19][N:20](CC)CC.C1C=CC2N(O)N=NC=2C=1.C1CCC(N=C=NC2CCCCC2)CC1. Product: [F:1][C:2]1[CH:10]=[CH:9][C:5]([C:6]([NH:20][CH3:19])=[O:7])=[CH:4][CH:3]=1. The catalyst class is: 26. (4) Reactant: [Cl:1][C:2]1[C:11](Cl)=[N:10][C:9]2[C:4](=[CH:5][CH:6]=[CH:7][CH:8]=2)[N:3]=1.C[N:14](C=O)C. Product: [Cl:1][C:2]1[C:11]([NH2:14])=[N:10][C:9]2[C:4]([N:3]=1)=[CH:5][CH:6]=[CH:7][CH:8]=2. The catalyst class is: 6. (5) Reactant: Br[C:2]1[CH:3]=[C:4]2[C:8](=[C:9]([F:11])[CH:10]=1)[NH:7][C:6]([CH2:12][CH2:13][C:14]([O:16][CH2:17][CH3:18])=[O:15])=[CH:5]2.[Cu][C:20]#[N:21]. Product: [C:20]([C:2]1[CH:3]=[C:4]2[C:8](=[C:9]([F:11])[CH:10]=1)[NH:7][C:6]([CH2:12][CH2:13][C:14]([O:16][CH2:17][CH3:18])=[O:15])=[CH:5]2)#[N:21]. The catalyst class is: 122. (6) The catalyst class is: 6. Reactant: [NH2:1][CH:2]1[C:15](=[O:16])[N:4]2[C:5]([C:12]([OH:14])=[O:13])=[C:6]([CH2:9][O:10][CH3:11])[CH2:7][S:8][C@H:3]12.C(Cl)Cl.[C:20]1([CH2:26][C:27](Cl)=[O:28])[CH:25]=[CH:24][CH:23]=[CH:22][CH:21]=1. Product: [C:20]1([CH2:26][C:27]([NH:1][CH:2]2[C:15](=[O:16])[N:4]3[C:5]([C:12]([OH:14])=[O:13])=[C:6]([CH2:9][O:10][CH3:11])[CH2:7][S:8][C@H:3]23)=[O:28])[CH:25]=[CH:24][CH:23]=[CH:22][CH:21]=1.